This data is from Full USPTO retrosynthesis dataset with 1.9M reactions from patents (1976-2016). The task is: Predict the reactants needed to synthesize the given product. (1) Given the product [Cl:1][C:2]1[C:3]([CH3:23])=[C:4]([C:13]2[CH:17]=[N:16][NH:15][CH:14]=2)[C:5]([O:11][CH3:12])=[C:6]([C:8](=[O:10])[CH3:9])[CH:7]=1, predict the reactants needed to synthesize it. The reactants are: [Cl:1][C:2]1[C:3]([CH3:23])=[C:4]([C:13]2[CH:14]=[N:15][N:16](C(OCC)C)[CH:17]=2)[C:5]([O:11][CH3:12])=[C:6]([C:8](=[O:10])[CH3:9])[CH:7]=1.Cl.O. (2) Given the product [NH2:1][C:4]1[CH:17]=[CH:16][C:7]([O:8][C:9]2[CH:10]=[C:11]([Cl:15])[CH:12]=[N:13][CH:14]=2)=[CH:6][CH:5]=1, predict the reactants needed to synthesize it. The reactants are: [N+:1]([C:4]1[CH:17]=[CH:16][C:7]([O:8][C:9]2[CH:10]=[C:11]([Cl:15])[CH:12]=[N:13][CH:14]=2)=[CH:6][CH:5]=1)([O-])=O.Cl[Sn]Cl. (3) Given the product [C:12]1([C@H:10]2[C:11]3[C:6](=[CH:5][CH:4]=[CH:3][C:2]=3[O:1][S:35]([C:34]([F:47])([F:46])[F:33])(=[O:37])=[O:36])[CH2:7][CH2:8][N:9]2[C:18]([O:20][C:21]([CH3:24])([CH3:23])[CH3:22])=[O:19])[CH:17]=[CH:16][CH:15]=[CH:14][CH:13]=1, predict the reactants needed to synthesize it. The reactants are: [OH:1][C:2]1[CH:3]=[CH:4][CH:5]=[C:6]2[C:11]=1[C@H:10]([C:12]1[CH:17]=[CH:16][CH:15]=[CH:14][CH:13]=1)[N:9]([C:18]([O:20][C:21]([CH3:24])([CH3:23])[CH3:22])=[O:19])[CH2:8][CH2:7]2.N1C(C)=CC=CC=1C.[F:33][C:34]([F:47])([F:46])[S:35](O[S:35]([C:34]([F:47])([F:46])[F:33])(=[O:37])=[O:36])(=[O:37])=[O:36].C(=O)(O)[O-].[Na+].